Dataset: Forward reaction prediction with 1.9M reactions from USPTO patents (1976-2016). Task: Predict the product of the given reaction. (1) The product is: [Br:22][CH2:2][CH2:3][C:4]1[CH:9]=[CH:8][C:7]([CH2:10][CH2:11][C:12]2[N:13]=[C:14]([NH:17][C:18](=[O:20])[CH3:19])[S:15][CH:16]=2)=[CH:6][CH:5]=1. Given the reactants O[CH2:2][CH2:3][C:4]1[CH:9]=[CH:8][C:7]([CH2:10][CH2:11][C:12]2[N:13]=[C:14]([NH:17][C:18](=[O:20])[CH3:19])[S:15][CH:16]=2)=[CH:6][CH:5]=1.C(Br)(Br)(Br)[Br:22].C1(P(C2C=CC=CC=2)C2C=CC=CC=2)C=CC=CC=1, predict the reaction product. (2) Given the reactants I[C:2]1[CH:20]=[CH:19][C:5]([N:6]([CH2:13][CH2:14][CH2:15][CH2:16][CH2:17][CH3:18])[CH2:7][CH2:8][CH2:9][CH2:10][CH2:11][CH3:12])=[CH:4][CH:3]=1.[CH3:21][Si:22]([C:25]#[CH:26])([CH3:24])[CH3:23], predict the reaction product. The product is: [CH3:21][Si:22]([C:25]#[C:26][C:2]1[CH:20]=[CH:19][C:5]([N:6]([CH2:13][CH2:14][CH2:15][CH2:16][CH2:17][CH3:18])[CH2:7][CH2:8][CH2:9][CH2:10][CH2:11][CH3:12])=[CH:4][CH:3]=1)([CH3:24])[CH3:23]. (3) Given the reactants [N+:1]([C:4]1[C:5]([C:9]([NH2:11])=[O:10])=[N:6][NH:7][CH:8]=1)([O-:3])=[O:2].[C:12](=O)([O-])[O-].[K+].[K+].CI, predict the reaction product. The product is: [N+:1]([C:4]1[C:5]([C:9]([NH2:11])=[O:10])=[N:6][N:7]([CH3:12])[CH:8]=1)([O-:3])=[O:2]. (4) Given the reactants C[O:2][C:3](=[O:20])[C:4]1[CH:16]=[CH:15][C:7]([C:8]([NH:10][CH2:11][CH:12]([CH3:14])[CH3:13])=[O:9])=[C:6]([N+:17]([O-:19])=[O:18])[CH:5]=1.[OH-].[Na+].Cl, predict the reaction product. The product is: [CH2:11]([NH:10][C:8](=[O:9])[C:7]1[CH:15]=[CH:16][C:4]([C:3]([OH:20])=[O:2])=[CH:5][C:6]=1[N+:17]([O-:19])=[O:18])[CH:12]([CH3:14])[CH3:13]. (5) The product is: [CH3:26][N:4]1[C:5]2[C:10](=[CH:9][CH:8]=[C:7]([S:11]([O:14][C:15]3[C:20]([F:21])=[C:19]([F:22])[C:18]([F:23])=[C:17]([F:24])[C:16]=3[F:25])(=[O:13])=[O:12])[CH:6]=2)[C:2]([C:34]2[CH:35]=[CH:36][C:37]([C:39]([F:42])([F:40])[F:41])=[CH:38][C:33]=2[C:32]2[N:28]([CH3:27])[N:29]=[CH:30][CH:31]=2)=[CH:3]1. Given the reactants Br[C:2]1[C:10]2[C:5](=[CH:6][C:7]([S:11]([O:14][C:15]3[C:20]([F:21])=[C:19]([F:22])[C:18]([F:23])=[C:17]([F:24])[C:16]=3[F:25])(=[O:13])=[O:12])=[CH:8][CH:9]=2)[N:4]([CH3:26])[CH:3]=1.[CH3:27][N:28]1[C:32]([C:33]2[CH:38]=[C:37]([C:39]([F:42])([F:41])[F:40])[CH:36]=[CH:35][C:34]=2B(O)O)=[CH:31][CH:30]=[N:29]1.P([O-])([O-])([O-])=O.[K+].[K+].[K+], predict the reaction product. (6) Given the reactants [CH3:1]I.[Cl:3][C:4]1[N:9]=[C:8]([OH:10])[C:7]([F:11])=[CH:6][CH:5]=1, predict the reaction product. The product is: [Cl:3][C:4]1[N:9]=[C:8]([O:10][CH3:1])[C:7]([F:11])=[CH:6][CH:5]=1.